From a dataset of Catalyst prediction with 721,799 reactions and 888 catalyst types from USPTO. Predict which catalyst facilitates the given reaction. (1) Reactant: Cl[S:2]([N:5]=[C:6]=[O:7])(=[O:4])=[O:3].Br[CH2:9][CH2:10][OH:11].[N:12]1[CH:17]=[CH:16][CH:15]=[N:14][C:13]=1[NH2:18].C(N(CC)CC)C. Product: [O:7]=[C:6]1[N:5]([S:2]([NH:18][C:13]2[N:14]=[CH:15][CH:16]=[CH:17][N:12]=2)(=[O:4])=[O:3])[CH2:9][CH2:10][O:11]1. The catalyst class is: 2. (2) Reactant: I[C:2]1[C:10]2[C:5](=[CH:6][CH:7]=[C:8]([C:11]3[O:12][C:13]([CH3:16])=[N:14][N:15]=3)[CH:9]=2)[N:4]([S:17]([C:20]2[CH:26]=[CH:25][C:23]([CH3:24])=[CH:22][CH:21]=2)(=[O:19])=[O:18])[CH:3]=1.[CH:27]([O:30][C:31]1[CH:36]=[CH:35][CH:34]=[C:33](B2OC(C)(C)C(C)(C)O2)[N:32]=1)([CH3:29])[CH3:28].C1(P(C2CCCCC2)C2C=CC=CC=2C2C(C(C)C)=CC(C(C)C)=CC=2C(C)C)CCCCC1.P([O-])([O-])([O-])=O.[K+].[K+].[K+]. Product: [CH:27]([O:30][C:31]1[N:32]=[C:33]([C:2]2[C:10]3[C:5](=[CH:6][CH:7]=[C:8]([C:11]4[O:12][C:13]([CH3:16])=[N:14][N:15]=4)[CH:9]=3)[N:4]([S:17]([C:20]3[CH:21]=[CH:22][C:23]([CH3:24])=[CH:25][CH:26]=3)(=[O:18])=[O:19])[CH:3]=2)[CH:34]=[CH:35][CH:36]=1)([CH3:29])[CH3:28]. The catalyst class is: 110.